From a dataset of Catalyst prediction with 721,799 reactions and 888 catalyst types from USPTO. Predict which catalyst facilitates the given reaction. Reactant: [C:1](=O)([O-])[O-].[Cs+].[Cs+].IC.[O:9]=[C:10]1[CH:24]([CH2:25][C:26]([O:28][C:29]([CH3:32])([CH3:31])[CH3:30])=[O:27])[C:23]2[N:22]=[CH:21][N:14]3[CH2:15][C:16](=[O:20])[CH2:17][CH2:18][NH:19][C:12]([C:13]=23)=[CH:11]1. Product: [CH3:1][CH:15]1[N:14]2[CH:21]=[N:22][C:23]3[CH:24]([CH2:25][C:26]([O:28][C:29]([CH3:32])([CH3:31])[CH3:30])=[O:27])[C:10](=[O:9])[CH:11]=[C:12]([C:13]=32)[NH:19][CH2:18][CH2:17][C:16]1=[O:20]. The catalyst class is: 3.